From a dataset of Full USPTO retrosynthesis dataset with 1.9M reactions from patents (1976-2016). Predict the reactants needed to synthesize the given product. Given the product [CH3:4][O:3][N:2]([CH3:1])[S:25]([C:24]1[C:18]2[O:17][C:16]([C:12]([CH3:14])([CH3:13])[CH3:15])=[N:20][C:19]=2[CH:21]=[CH:22][C:23]=1[Cl:29])(=[O:26])=[O:27], predict the reactants needed to synthesize it. The reactants are: [CH3:1][NH:2][O:3][CH3:4].C(N(CC)CC)C.[C:12]([C:16]1[O:17][C:18]2[C:24]([S:25](Cl)(=[O:27])=[O:26])=[C:23]([Cl:29])[CH:22]=[CH:21][C:19]=2[N:20]=1)([CH3:15])([CH3:14])[CH3:13].